From a dataset of Forward reaction prediction with 1.9M reactions from USPTO patents (1976-2016). Predict the product of the given reaction. (1) The product is: [CH3:18][O:17][C:14]1[N:13]=[C:12]([CH3:19])[C:11]2[NH:10][C:3]3[C:2]([C:16]=2[CH:15]=1)=[CH:7][CH:6]=[C:5]([O:8][CH3:9])[CH:4]=3. Given the reactants Cl[C:2]1[CH:7]=[CH:6][C:5]([O:8][CH3:9])=[CH:4][C:3]=1[NH:10][C:11]1[C:12]([CH3:19])=[N:13][C:14]([O:17][CH3:18])=[CH:15][CH:16]=1.F[B-](F)(F)F.C([PH+](C(C)(C)C)C(C)(C)C)(C)(C)C.C(=O)([O-])[O-].[K+].[K+], predict the reaction product. (2) Given the reactants Cl[CH2:2][CH2:3][CH2:4][O:5][C:6]1[CH:14]=[CH:13][C:9]([C:10]([NH2:12])=[O:11])=[CH:8][CH:7]=1.[C@@H:15]12[CH2:21][CH2:20][C@@H:19]1[CH2:18][NH:17][CH2:16]2.[I-].[Na+], predict the reaction product. The product is: [C@@H:15]12[CH2:21][CH2:20][C@@H:19]1[CH2:18][N:17]([CH2:2][CH2:3][CH2:4][O:5][C:6]1[CH:14]=[CH:13][C:9]([C:10]([NH2:12])=[O:11])=[CH:8][CH:7]=1)[CH2:16]2. (3) The product is: [F:4][C:5]1[CH:10]=[CH:9][CH:8]=[CH:7][C:6]=1[C:11]#[C:12][C:13]([OH:15])=[O:14]. Given the reactants Cl.OO.[F:4][C:5]1[CH:10]=[CH:9][CH:8]=[CH:7][C:6]=1[C:11]#[C:12][CH:13]=[O:14].[O-:15]Cl=O.[Na+], predict the reaction product.